From a dataset of Forward reaction prediction with 1.9M reactions from USPTO patents (1976-2016). Predict the product of the given reaction. (1) Given the reactants C(OC(=O)[N:7]([C:18]1[CH:23]=[CH:22][C:21]([CH:24]([C:26]2[C:34]3[C:33](Cl)=[N:32][CH:31]=[N:30][C:29]=3[NH:28][CH:27]=2)O)=[CH:20][N:19]=1)[CH2:8][C:9]1[C:10]([O:16][CH3:17])=[N:11][CH:12]=[C:13]([F:15])[CH:14]=1)(C)(C)C.FC(F)(F)C(O)=[O:40].C([SiH](CC)CC)C.C(#N)C, predict the reaction product. The product is: [F:15][C:13]1[CH:14]=[C:9]([CH2:8][NH:7][C:18]2[N:19]=[CH:20][C:21]([CH2:24][C:26]3[C:34]4[C:33]([OH:40])=[N:32][CH:31]=[N:30][C:29]=4[NH:28][CH:27]=3)=[CH:22][CH:23]=2)[C:10]([O:16][CH3:17])=[N:11][CH:12]=1. (2) Given the reactants [C:1]([O:5][C:6]([N:8]1[C:12]([CH3:13])=[CH:11][C:10]([N:14]([C:31]([O:33][C:34]([CH3:37])([CH3:36])[CH3:35])=[O:32])[C:15]2[C:24]3[C:19](=[CH:20][C:21]([CH2:25][OH:26])=[CH:22][CH:23]=3)[C:18](=[O:27])[N:17]([CH:28]([CH3:30])[CH3:29])[N:16]=2)=[N:9]1)=[O:7])([CH3:4])([CH3:3])[CH3:2].I(C1C=CC=CC=1C(O)=O)(=O)=[O:39].S(=O)(=O)(O)N.Cl([O-])=O.[Na+], predict the reaction product. The product is: [C:34]([O:33][C:31]([N:14]([C:10]1[CH:11]=[C:12]([CH3:13])[N:8]([C:6]([O:5][C:1]([CH3:4])([CH3:2])[CH3:3])=[O:7])[N:9]=1)[C:15]1[C:24]2[C:19](=[CH:20][C:21]([C:25]([OH:39])=[O:26])=[CH:22][CH:23]=2)[C:18](=[O:27])[N:17]([CH:28]([CH3:29])[CH3:30])[N:16]=1)=[O:32])([CH3:35])([CH3:37])[CH3:36]. (3) Given the reactants [C:1]([S:4][CH:5]1[CH2:10][CH2:9][N:8]([CH:11]([C:17]2[CH:22]=[CH:21][CH:20]=[CH:19][C:18]=2[F:23])[C:12]([CH:14]2[CH2:16][CH2:15]2)=[O:13])[CH2:7]/[C:6]/1=[CH:24]\[C:25]1[CH:29]=[CH:28][N:27]([CH2:30][C:31]([O:33]C(C)(C)C)=[O:32])[N:26]=1)(=[O:3])[CH3:2].FC(F)(F)C(O)=O.[Cl:45]CCl, predict the reaction product. The product is: [ClH:45].[C:1]([S:4][CH:5]1[CH2:10][CH2:9][N:8]([CH:11]([C:17]2[CH:22]=[CH:21][CH:20]=[CH:19][C:18]=2[F:23])[C:12]([CH:14]2[CH2:15][CH2:16]2)=[O:13])[CH2:7]/[C:6]/1=[CH:24]\[C:25]1[CH:29]=[CH:28][N:27]([CH2:30][C:31]([OH:33])=[O:32])[N:26]=1)(=[O:3])[CH3:2].